Dataset: Aqueous solubility values for 9,982 compounds from the AqSolDB database. Task: Regression/Classification. Given a drug SMILES string, predict its absorption, distribution, metabolism, or excretion properties. Task type varies by dataset: regression for continuous measurements (e.g., permeability, clearance, half-life) or binary classification for categorical outcomes (e.g., BBB penetration, CYP inhibition). For this dataset (solubility_aqsoldb), we predict Y. (1) The molecule is c1ccc(CNC23OC4C5C6CC(C7C6C4C72)C53)cc1. The Y is -3.40 log mol/L. (2) The Y is -0.432 log mol/L. The molecule is OCc1ccccc1. (3) The compound is Cc1cc(N/N=C2\C(=O)C=Cc3ccccc32)c(S(=O)(=O)[O-])cc1Cl.Cc1cc(N/N=C2\C(=O)C=Cc3ccccc32)c(S(=O)(=O)[O-])cc1Cl.[Sr+2]. The Y is -7.62 log mol/L. (4) The molecule is CCN(C)N=Nc1ccc(C(=O)O)cc1. The Y is -0.420 log mol/L. (5) The drug is Cc1cc(C)c(OCC(=O)O)c(Br)c1. The Y is -3.12 log mol/L. (6) The drug is N[C@@H](CO)C(=O)O. The Y is -0.386 log mol/L. (7) The compound is Fc1cccc(Br)c1. The Y is -2.67 log mol/L. (8) The drug is CC(C)Cc1ccc(C(C)C(=O)NO)cc1. The Y is -3.04 log mol/L. (9) The compound is CCOC(=O)CN=C(c1ccccc1)c1ccccc1. The Y is -3.43 log mol/L. (10) The drug is CCOP(=O)(OCC)OCC. The Y is 0.439 log mol/L.